From a dataset of Forward reaction prediction with 1.9M reactions from USPTO patents (1976-2016). Predict the product of the given reaction. (1) Given the reactants [CH2:1]([C:5]1[CH:10]=[CH:9][C:8]([N:11]=[N:12][C:13]2[CH:19]=[CH:18][C:16]([NH2:17])=[CH:15][C:14]=2[O:20][CH2:21][CH:22]([CH2:27][CH3:28])[CH2:23][CH2:24][CH2:25][CH3:26])=[CH:7][CH:6]=1)[CH2:2][CH2:3][CH3:4].S(=O)(=O)(O)O.[CH2:34]([CH:36]([CH2:54][CH2:55][CH2:56][CH3:57])[CH2:37][N:38]([CH2:46][CH:47]([CH2:52][CH3:53])[CH2:48][CH2:49][CH2:50][CH3:51])[C:39]1[CH:44]=[CH:43][CH:42]=[C:41]([CH3:45])[CH:40]=1)[CH3:35].S(=O)(=O)(O)[NH2:59], predict the reaction product. The product is: [CH2:1]([C:5]1[CH:6]=[CH:7][C:8](/[N:11]=[N:12]/[C:13]2[CH:19]=[CH:18][C:16](/[N:17]=[N:59]/[C:42]3[CH:43]=[CH:44][C:39]([N:38]([CH2:37][CH:36]([CH2:34][CH3:35])[CH2:54][CH2:55][CH2:56][CH3:57])[CH2:46][CH:47]([CH2:52][CH3:53])[CH2:48][CH2:49][CH2:50][CH3:51])=[CH:40][C:41]=3[CH3:45])=[CH:15][C:14]=2[O:20][CH2:21][CH:22]([CH2:27][CH3:28])[CH2:23][CH2:24][CH2:25][CH3:26])=[CH:9][CH:10]=1)[CH2:2][CH2:3][CH3:4]. (2) Given the reactants C[O:2][C:3](=[O:21])[C:4]1[CH:9]=[CH:8][C:7]([O:10][C:11]2[CH:16]=[CH:15][CH:14]=[C:13]([C:17]([F:20])([F:19])[F:18])[CH:12]=2)=[CH:6][CH:5]=1.[OH-].[Na+], predict the reaction product. The product is: [F:18][C:17]([F:19])([F:20])[C:13]1[CH:12]=[C:11]([CH:16]=[CH:15][CH:14]=1)[O:10][C:7]1[CH:8]=[CH:9][C:4]([C:3]([OH:21])=[O:2])=[CH:5][CH:6]=1. (3) Given the reactants [C:1]([Si:5]([C:19]1[CH:24]=[CH:23][CH:22]=[CH:21][CH:20]=1)([C:13]1[CH:18]=[CH:17][CH:16]=[CH:15][CH:14]=1)[O:6][CH2:7][C@H:8]([CH3:12])[C:9](O)=[O:10])([CH3:4])([CH3:3])[CH3:2].C(N(CC)CC)C.[Cl:32]C(OCC)=O, predict the reaction product. The product is: [C:1]([Si:5]([C:19]1[CH:24]=[CH:23][CH:22]=[CH:21][CH:20]=1)([C:13]1[CH:18]=[CH:17][CH:16]=[CH:15][CH:14]=1)[O:6][CH2:7][C@H:8]([CH3:12])[C:9]([Cl:32])=[O:10])([CH3:4])([CH3:3])[CH3:2]. (4) Given the reactants O=C1C(C2C=CC=CC=2)(C2C=CC=CC=2)CCN1CC(O)=O.F[C:24]1[CH:29]=[CH:28][C:27]([C:30]2([C:40]3[CH:45]=[CH:44][C:43](F)=[CH:42][CH:41]=3)[CH2:34][CH2:33][N:32]([CH2:35][C:36]([OH:38])=O)[C:31]2=[O:39])=[CH:26][CH:25]=1.[C:47]([C:51]1[CH:61]=[CH:60][C:54](/[C:55](=[N:58]/[H])/[NH:56]O)=[CH:53][CH:52]=1)([CH3:50])([CH3:49])[CH3:48].ON/C(=N\[H])/C1C=CC(C(F)(F)F)=CC=1, predict the reaction product. The product is: [C:47]([C:51]1[CH:61]=[CH:60][C:54]([C:55]2[N:56]=[C:36]([CH2:35][N:32]3[CH2:33][CH2:34][C:30]([C:40]4[CH:45]=[CH:44][CH:43]=[CH:42][CH:41]=4)([C:27]4[CH:28]=[CH:29][CH:24]=[CH:25][CH:26]=4)[C:31]3=[O:39])[O:38][N:58]=2)=[CH:53][CH:52]=1)([CH3:50])([CH3:48])[CH3:49]. (5) Given the reactants [CH3:1][C:2]1[CH:7]=[CH:6][C:5]([NH:8][C:9](=[O:20])[C:10]2[CH:15]=[CH:14][CH:13]=[C:12]([C:16]([F:19])([F:18])[F:17])[CH:11]=2)=[CH:4][C:3]=1[NH:21][C:22]1[N:27]=[CH:26][N:25]=[C:24]2[N:28]([C:31]3[CH:36]=[CH:35][C:34]([N+:37]([O-])=O)=[CH:33][CH:32]=3)[N:29]=[CH:30][C:23]=12, predict the reaction product. The product is: [NH2:37][C:34]1[CH:33]=[CH:32][C:31]([N:28]2[C:24]3=[N:25][CH:26]=[N:27][C:22]([NH:21][C:3]4[CH:4]=[C:5]([NH:8][C:9](=[O:20])[C:10]5[CH:15]=[CH:14][CH:13]=[C:12]([C:16]([F:17])([F:18])[F:19])[CH:11]=5)[CH:6]=[CH:7][C:2]=4[CH3:1])=[C:23]3[CH:30]=[N:29]2)=[CH:36][CH:35]=1.